Dataset: Peptide-MHC class I binding affinity with 185,985 pairs from IEDB/IMGT. Task: Regression. Given a peptide amino acid sequence and an MHC pseudo amino acid sequence, predict their binding affinity value. This is MHC class I binding data. (1) The peptide sequence is FLYALALLL. The MHC is HLA-B40:02 with pseudo-sequence HLA-B40:02. The binding affinity (normalized) is 0. (2) The peptide sequence is DLKRKFYTL. The MHC is HLA-B08:02 with pseudo-sequence HLA-B08:02. The binding affinity (normalized) is 0.534. (3) The MHC is HLA-B51:01 with pseudo-sequence HLA-B51:01. The binding affinity (normalized) is 0.152. The peptide sequence is MCISLSTAI. (4) The peptide sequence is LAYASYFSF. The MHC is HLA-B58:01 with pseudo-sequence HLA-B58:01. The binding affinity (normalized) is 0.779. (5) The peptide sequence is ALFDRPAFK. The MHC is HLA-B08:01 with pseudo-sequence HLA-B08:01. The binding affinity (normalized) is 0.0847.